Dataset: Forward reaction prediction with 1.9M reactions from USPTO patents (1976-2016). Task: Predict the product of the given reaction. (1) Given the reactants Cl[C:2]1[C:7]([O:8][CH2:9][CH:10]2[CH2:12][CH2:11]2)=[CH:6][N:5]=[C:4]([CH2:13][S:14]([CH3:17])(=[O:16])=[O:15])[N:3]=1.[CH3:18][N:19]1[CH:24]=[C:23](B2OC(C)(C)C(C)(C)O2)[CH:22]=[C:21]([CH3:34])[C:20]1=[O:35], predict the reaction product. The product is: [CH:10]1([CH2:9][O:8][C:7]2[C:2]([C:23]3[CH:22]=[C:21]([CH3:34])[C:20](=[O:35])[N:19]([CH3:18])[CH:24]=3)=[N:3][C:4]([CH2:13][S:14]([CH3:17])(=[O:16])=[O:15])=[N:5][CH:6]=2)[CH2:12][CH2:11]1. (2) Given the reactants [CH:1]1([C@H:4]([NH:7][C:8](=[O:14])[O:9][C:10](C)(C)C)CO)[CH2:3][CH2:2]1.CC([O-])(C)C.[K+], predict the reaction product. The product is: [CH:1]1([C@H:4]2[CH2:10][O:9][C:8](=[O:14])[NH:7]2)[CH2:2][CH2:3]1. (3) Given the reactants [C:1]([O:5][C:6](=[O:31])[CH2:7][O:8][C:9]1[C:14]2[CH2:15][CH2:16][CH2:17][CH2:18][CH:19]([NH:20][S:21]([C:24]3[CH:29]=[CH:28][CH:27]=[C:26](Br)[CH:25]=3)(=[O:23])=[O:22])[C:13]=2[CH:12]=[CH:11][CH:10]=1)([CH3:4])([CH3:3])[CH3:2].[CH3:32][C:33]1[CH:38]=[CH:37][C:36](B(O)O)=[CH:35][CH:34]=1.C([O-])([O-])=O.[K+].[K+], predict the reaction product. The product is: [C:1]([O:5][C:6](=[O:31])[CH2:7][O:8][C:9]1[C:14]2[CH2:15][CH2:16][CH2:17][CH2:18][CH:19]([NH:20][S:21]([C:24]3[CH:25]=[C:26]([C:36]4[CH:37]=[CH:38][C:33]([CH3:32])=[CH:34][CH:35]=4)[CH:27]=[CH:28][CH:29]=3)(=[O:23])=[O:22])[C:13]=2[CH:12]=[CH:11][CH:10]=1)([CH3:4])([CH3:3])[CH3:2]. (4) Given the reactants [F:1][C:2]1[CH:3]=[CH:4][C:5]([C:8]2[C:12]([CH2:13][O:14][C:15]3[CH:16]=[CH:17][C:18]([C:21]([OH:23])=O)=[N:19][CH:20]=3)=[C:11]([CH3:24])[O:10][N:9]=2)=[N:6][CH:7]=1.[F:25][C:26]([F:30])([F:29])[CH2:27][NH2:28], predict the reaction product. The product is: [F:25][C:26]([F:30])([F:29])[CH2:27][NH:28][C:21]([C:18]1[CH:17]=[CH:16][C:15]([O:14][CH2:13][C:12]2[C:8]([C:5]3[CH:4]=[CH:3][C:2]([F:1])=[CH:7][N:6]=3)=[N:9][O:10][C:11]=2[CH3:24])=[CH:20][N:19]=1)=[O:23]. (5) Given the reactants Cl.[NH2:2][C@H:3]([C:6]([NH2:8])=[O:7])[CH2:4][OH:5].[C:9]([O:20][C@H:21]([CH2:26][CH2:27][CH2:28][CH2:29][CH2:30][CH2:31][CH2:32][CH2:33][CH2:34][CH2:35][CH3:36])[CH2:22][C:23](O)=[O:24])(=[O:19])[CH2:10][CH2:11][CH2:12][CH2:13][CH2:14][CH2:15][CH2:16][CH2:17][CH3:18].CCOC1N(C(OCC)=O)C2C(=CC=CC=2)C=C1, predict the reaction product. The product is: [C:9]([O:20][C@H:21]([CH2:26][CH2:27][CH2:28][CH2:29][CH2:30][CH2:31][CH2:32][CH2:33][CH2:34][CH2:35][CH3:36])[CH2:22][C:23]([NH:8][C:6](=[O:7])[C@H:3]([CH2:4][OH:5])[NH2:2])=[O:24])(=[O:19])[CH2:10][CH2:11][CH2:12][CH2:13][CH2:14][CH2:15][CH2:16][CH2:17][CH3:18]. (6) The product is: [C:24]([O:15][CH:12]1[CH2:13][CH2:14][C@@H:9]([NH:8][C:6]([O:5][C:1]([CH3:4])([CH3:3])[CH3:2])=[O:7])[C@@H:10]([NH:16][C:17]([O:19][C:20]([CH3:23])([CH3:22])[CH3:21])=[O:18])[CH2:11]1)(=[O:26])[CH3:25]. Given the reactants [C:1]([O:5][C:6]([NH:8][C@@H:9]1[CH2:14][CH2:13][CH:12]([OH:15])[CH2:11][C@@H:10]1[NH:16][C:17]([O:19][C:20]([CH3:23])([CH3:22])[CH3:21])=[O:18])=[O:7])([CH3:4])([CH3:3])[CH3:2].[C:24](OC(=O)C)(=[O:26])[CH3:25].Cl.C(OCC)(=O)C, predict the reaction product. (7) Given the reactants Cl[C:2]1[CH:7]=[C:6]([C:8]2[CH:13]=[CH:12][C:11]([CH:14]([CH3:16])[CH3:15])=[CH:10][CH:9]=2)[CH:5]=[CH:4][N:3]=1.[C:17]([C:22]1[CH:23]=[C:24](B(O)O)[CH:25]=[CH:26][CH:27]=1)([O:19][CH2:20][CH3:21])=[O:18].C(=O)([O-])[O-].[Na+].[Na+], predict the reaction product. The product is: [CH:14]([C:11]1[CH:12]=[CH:13][C:8]([C:6]2[CH:5]=[CH:4][N:3]=[C:2]([C:26]3[CH:27]=[C:22]([CH:23]=[CH:24][CH:25]=3)[C:17]([O:19][CH2:20][CH3:21])=[O:18])[CH:7]=2)=[CH:9][CH:10]=1)([CH3:16])[CH3:15].